From a dataset of Catalyst prediction with 721,799 reactions and 888 catalyst types from USPTO. Predict which catalyst facilitates the given reaction. (1) Reactant: [Br:1][C:2]1[CH:3]=[C:4]([NH:10][C:11]2[CH:15]=[C:14]([CH2:16][CH3:17])[NH:13][N:12]=2)[C:5](=[O:9])[N:6]([CH3:8])[CH:7]=1.[H-].[Na+].I[CH3:21]. Product: [Br:1][C:2]1[CH:3]=[C:4]([NH:10][C:11]2[CH:15]=[C:14]([CH2:16][CH3:17])[N:13]([CH3:21])[N:12]=2)[C:5](=[O:9])[N:6]([CH3:8])[CH:7]=1. The catalyst class is: 3. (2) Reactant: [CH3:1][C:2]1[O:6][N:5]=[C:4]([C:7]2[CH:12]=[CH:11][CH:10]=[CH:9][CH:8]=2)[C:3]=1[C:13]1[O:17][C:16]([C:18]2[CH:26]=[CH:25][C:21]([C:22](O)=[O:23])=[CH:20][CH:19]=2)=[N:15][N:14]=1.C([N:29]1[CH:33]=[CH:32][N:31]=[CH:30]1)([N:29]1[CH:33]=[CH:32][N:31]=[CH:30]1)=O. Product: [N:29]1([C:22]([C:21]2[CH:25]=[CH:26][C:18]([C:16]3[O:17][C:13]([C:3]4[C:4]([C:7]5[CH:8]=[CH:9][CH:10]=[CH:11][CH:12]=5)=[N:5][O:6][C:2]=4[CH3:1])=[N:14][N:15]=3)=[CH:19][CH:20]=2)=[O:23])[CH:33]=[CH:32][N:31]=[CH:30]1. The catalyst class is: 7. (3) Reactant: [CH3:1][S:2]([CH:4]([C:6]1[CH:7]=[CH:8][C:9]([C:12]([F:15])([F:14])[F:13])=[N:10][CH:11]=1)[CH3:5])=O.[CH3:16][S:17]([NH2:20])(=[O:19])=[O:18].C(O)(=O)C.C(O)(=O)C.IC1C=CC=CC=1. Product: [CH3:1][S:2]([CH:4]([C:6]1[CH:11]=[N:10][C:9]([C:12]([F:15])([F:14])[F:13])=[CH:8][CH:7]=1)[CH3:5])=[N:20][S:17]([CH3:16])(=[O:19])=[O:18]. The catalyst class is: 10. (4) Reactant: [NH2:1][CH2:2][C:3]1[CH:8]=[CH:7][CH:6]=[CH:5][C:4]=1[NH2:9].C(N(CC)CC)C.[C:17](Cl)(Cl)=[S:18].[OH-].[K+]. Product: [NH:9]1[C:4]2[C:3](=[CH:8][CH:7]=[CH:6][CH:5]=2)[CH2:2][NH:1][C:17]1=[S:18]. The catalyst class is: 28. (5) Reactant: C1COCC1.[F:6][C:7]1[C:16]2[O:15][CH2:14][C:13](=[O:17])[NH:12][C:11]=2[CH:10]=[C:9](B2OC(C)(C)C(C)(C)O2)[CH:8]=1.Br[C:28](=[CH:31][C:32]1[CH:37]=[CH:36][CH:35]=[CH:34][CH:33]=1)[CH:29]=[O:30].C([O-])([O-])=O.[Cs+].[Cs+]. Product: [F:6][C:7]1[C:16]2[O:15][CH2:14][C:13](=[O:17])[NH:12][C:11]=2[CH:10]=[C:9]([C:28](=[CH:31][C:32]2[CH:37]=[CH:36][CH:35]=[CH:34][CH:33]=2)[CH:29]=[O:30])[CH:8]=1. The catalyst class is: 238. (6) Reactant: [Cl:1][C:2]1[CH:3]=[C:4]([C@@H:8]2[C@@H:13]([C:14]3[CH:19]=[CH:18][C:17]([Cl:20])=[CH:16][CH:15]=3)[N:12]([CH:21]([CH2:24][CH3:25])[CH2:22][CH3:23])[C:11](=[O:26])[C@:10]([CH2:28][C@H:29]([OH:33])[C:30]([NH2:32])=[O:31])([CH3:27])[CH2:9]2)[CH:5]=[CH:6][CH:7]=1.[O-:34][CH2:35]C.[Na+].C(=O)(OCC)OCC. Product: [Cl:1][C:2]1[CH:3]=[C:4]([C@@H:8]2[C@@H:13]([C:14]3[CH:19]=[CH:18][C:17]([Cl:20])=[CH:16][CH:15]=3)[N:12]([CH:21]([CH2:22][CH3:23])[CH2:24][CH3:25])[C:11](=[O:26])[C@:10]([CH2:28][CH:29]3[O:33][C:35](=[O:34])[NH:32][C:30]3=[O:31])([CH3:27])[CH2:9]2)[CH:5]=[CH:6][CH:7]=1. The catalyst class is: 5.